From a dataset of Forward reaction prediction with 1.9M reactions from USPTO patents (1976-2016). Predict the product of the given reaction. (1) Given the reactants [CH3:1][C:2]1[NH:3][C:4]2[C:9]([C:10]=1[CH3:11])=[CH:8][C:7]([C:12]([O:14][CH2:15][CH:16]=[CH2:17])=[O:13])=[CH:6][CH:5]=2.[H-].[Na+].Br[CH2:21][C:22]1[CH:23]=[C:24]([CH:32]=[CH:33][C:34]=1[Cl:35])[O:25][C@@H:26]([CH3:31])[C:27]([O:29][CH3:30])=[O:28], predict the reaction product. The product is: [Cl:35][C:34]1[CH:33]=[CH:32][C:24]([O:25][C@@H:26]([CH3:31])[C:27]([O:29][CH3:30])=[O:28])=[CH:23][C:22]=1[CH2:21][N:3]1[C:4]2[C:9](=[CH:8][C:7]([C:12]([O:14][CH2:15][CH:16]=[CH2:17])=[O:13])=[CH:6][CH:5]=2)[C:10]([CH3:11])=[C:2]1[CH3:1]. (2) The product is: [CH3:1][C:2]1[CH:6]=[C:5]([C:7]2([C:8]([O:10][CH3:11])=[O:9])[CH2:16][CH2:15]2)[O:4][N:3]=1. Given the reactants [CH3:1][C:2]1[CH:6]=[C:5]([CH2:7][C:8]([O:10][CH3:11])=[O:9])[O:4][N:3]=1.[H-].[Na+].Br[CH2:15][CH2:16]Br.C(=O)(O)[O-].[Na+], predict the reaction product. (3) Given the reactants [Cl:1][C:2]1[N:3]=[C:4]([CH2:10][CH2:11][CH3:12])[C:5]([CH2:8]Cl)=[N:6][CH:7]=1.[NH:13]1[CH:17]=[CH:16][N:15]=[C:14]1[C:18]1[CH:23]=[CH:22][CH:21]=[CH:20][N:19]=1.C([O-])([O-])=O.[K+].[K+].O, predict the reaction product. The product is: [Cl:1][C:2]1[N:3]=[C:4]([CH2:10][CH2:11][CH3:12])[C:5]([CH2:8][N:13]2[CH:17]=[CH:16][N:15]=[C:14]2[C:18]2[CH:23]=[CH:22][CH:21]=[CH:20][N:19]=2)=[N:6][CH:7]=1.